This data is from Human liver microsome stability data. The task is: Regression/Classification. Given a drug SMILES string, predict its absorption, distribution, metabolism, or excretion properties. Task type varies by dataset: regression for continuous measurements (e.g., permeability, clearance, half-life) or binary classification for categorical outcomes (e.g., BBB penetration, CYP inhibition). Dataset: hlm. The compound is O=C(O)[C@H]1CC[C@H](C(=O)N2CC[C@@]3(S(=O)(=O)c4ccc(F)cc4)c4ccc(C(F)(C(F)(F)F)C(F)(F)F)cc4NC[C@@H]23)CC1. The result is 0 (unstable in human liver microsomes).